From a dataset of Full USPTO retrosynthesis dataset with 1.9M reactions from patents (1976-2016). Predict the reactants needed to synthesize the given product. (1) Given the product [Br:53][C:54]1[CH:62]=[C:61](/[CH:63]=[CH:64]/[CH:65]([C:70]2[CH:71]=[C:72]([Cl:78])[C:73]([OH:77])=[C:74]([Cl:76])[CH:75]=2)[C:66]([F:69])([F:68])[F:67])[CH:60]=[CH:59][C:55]=1[C:56]([NH:43][CH2:44][C:45](=[O:46])[NH:47][CH2:48][C:49]([F:52])([F:51])[F:50])=[O:57], predict the reactants needed to synthesize it. The reactants are: CCN(C(C)C)C(C)C.C1CN([P+](ON2N=NC3C=CC=CC2=3)(N2CCCC2)N2CCCC2)CC1.F[P-](F)(F)(F)(F)F.[NH2:43][CH2:44][C:45]([NH:47][CH2:48][C:49]([F:52])([F:51])[F:50])=[O:46].[Br:53][C:54]1[CH:62]=[C:61](/[CH:63]=[CH:64]/[CH:65]([C:70]2[CH:75]=[C:74]([Cl:76])[C:73]([OH:77])=[C:72]([Cl:78])[CH:71]=2)[C:66]([F:69])([F:68])[F:67])[CH:60]=[CH:59][C:55]=1[C:56](O)=[O:57]. (2) Given the product [C:35]1([P:28]([C:22]2[CH:23]=[CH:24][CH:25]=[CH:26][CH:27]=2)[C:29]2[CH:34]=[CH:33][CH:32]=[CH:31][CH:30]=2)[CH:36]=[CH:37][CH:38]=[CH:39][CH:40]=1.[C:35]1([P:28]([C:22]2[CH:23]=[CH:24][CH:25]=[CH:26][CH:27]=2)[C:29]2[CH:34]=[CH:33][CH:32]=[CH:31][CH:30]=2)[CH:36]=[CH:37][CH:38]=[CH:39][CH:40]=1.[C:35]1([P:28]([C:22]2[CH:23]=[CH:24][CH:25]=[CH:26][CH:27]=2)[C:29]2[CH:34]=[CH:33][CH:32]=[CH:31][CH:30]=2)[CH:36]=[CH:37][CH:38]=[CH:39][CH:40]=1.[C:35]1([P:28]([C:22]2[CH:23]=[CH:24][CH:25]=[CH:26][CH:27]=2)[C:29]2[CH:34]=[CH:33][CH:32]=[CH:31][CH:30]=2)[CH:36]=[CH:37][CH:38]=[CH:39][CH:40]=1.[Pd:20], predict the reactants needed to synthesize it. The reactants are: FC1C=CC(C2C(=O)C3C(=CC=CC=3)OC=2)=CC=1.Cl[Pd:20]Cl.[C:22]1([P:28]([C:35]2[CH:40]=[CH:39][CH:38]=[CH:37][CH:36]=2)[C:29]2[CH:34]=[CH:33][CH:32]=[CH:31][CH:30]=2)[CH:27]=[CH:26][CH:25]=[CH:24][CH:23]=1.O.NN.N#N. (3) Given the product [Cl:3][CH2:12][C:11]1[C:6]([CH3:5])=[N:7][C:8]([C:14]([F:17])([F:16])[F:15])=[CH:9][CH:10]=1, predict the reactants needed to synthesize it. The reactants are: S(Cl)([Cl:3])=O.[CH3:5][C:6]1[C:11]([CH2:12]O)=[CH:10][CH:9]=[C:8]([C:14]([F:17])([F:16])[F:15])[N:7]=1. (4) Given the product [NH2:21][C:22]1[N:23]=[CH:24][C:25]([C:32]2[CH:33]=[CH:34][C:35]([C:36]([N:38]([CH3:39])[CH3:40])=[O:37])=[CH:41][CH:42]=2)=[N:26][C:27]=1[C:28](=[O:29])[NH:30][NH:31][C:9](=[S:10])[NH:4][C:3]1[CH:5]=[CH:6][CH:7]=[CH:8][C:2]=1[Cl:1], predict the reactants needed to synthesize it. The reactants are: [Cl:1][C:2]1[CH:8]=[CH:7][CH:6]=[CH:5][C:3]=1[NH2:4].[C:9](N1C=CN=C1)(N1C=CN=C1)=[S:10].[NH2:21][C:22]1[N:23]=[CH:24][C:25]([C:32]2[CH:42]=[CH:41][C:35]([C:36]([N:38]([CH3:40])[CH3:39])=[O:37])=[CH:34][CH:33]=2)=[N:26][C:27]=1[C:28]([NH:30][NH2:31])=[O:29]. (5) Given the product [C:1]([NH:8][CH:9]([CH:15]([CH:17]1[CH2:22][CH2:21][CH2:20][CH2:19][CH2:18]1)[OH:16])[C:10]([O:12][CH2:13][CH3:14])=[O:11])([O:3][C:4]([CH3:7])([CH3:5])[CH3:6])=[O:2], predict the reactants needed to synthesize it. The reactants are: [C:1]([NH:8][CH:9]([C:15]([CH:17]1[CH2:22][CH2:21][CH2:20][CH2:19][CH2:18]1)=[O:16])[C:10]([O:12][CH2:13][CH3:14])=[O:11])([O:3][C:4]([CH3:7])([CH3:6])[CH3:5])=[O:2].P([O-])([O-])([O-])=O.C1N=C(N)C2N=CN([C@@H]3O[C@H](COP(OP(OC[C@H]4O[C@@H](N5C=C(C(N)=O)CC=C5)[C@H](O)[C@@H]4O)(O)=O)(O)=O)[C@@H](O)[C@H]3O)C=2N=1. (6) Given the product [CH3:1][C:2]1([C:12]#[N:13])[CH2:11][CH2:10][C:5](=[O:6])[CH2:4][CH2:3]1, predict the reactants needed to synthesize it. The reactants are: [CH3:1][C:2]1([C:12]#[N:13])[CH2:11][CH2:10][C:5]2(OCC[O:6]2)[CH2:4][CH2:3]1.C(=O)(O)[O-].[Na+]. (7) Given the product [C:2]([C:7]1[O:11][C:10]([CH2:12][N:13]2[CH:17]=[C:16]([NH:18][C:29](=[O:30])/[CH:28]=[CH:27]/[C:21]3[CH:22]=[CH:23][C:24]([F:26])=[CH:25][C:20]=3[Cl:19])[CH:15]=[N:14]2)=[CH:9][CH:8]=1)(=[O:6])[CH3:1], predict the reactants needed to synthesize it. The reactants are: [CH3:1][C:2]1([C:7]2[O:11][C:10]([CH2:12][N:13]3[CH:17]=[C:16]([NH2:18])[CH:15]=[N:14]3)=[CH:9][CH:8]=2)[O:6]CCO1.[Cl:19][C:20]1[CH:25]=[C:24]([F:26])[CH:23]=[CH:22][C:21]=1/[CH:27]=[CH:28]/[C:29](O)=[O:30].